Task: Regression. Given a peptide amino acid sequence and an MHC pseudo amino acid sequence, predict their binding affinity value. This is MHC class I binding data.. Dataset: Peptide-MHC class I binding affinity with 185,985 pairs from IEDB/IMGT (1) The peptide sequence is LVFTRAICK. The MHC is HLA-A24:02 with pseudo-sequence HLA-A24:02. The binding affinity (normalized) is 0.0847. (2) The peptide sequence is KCSDHYICLK. The MHC is HLA-A68:01 with pseudo-sequence HLA-A68:01. The binding affinity (normalized) is 0.